From a dataset of Forward reaction prediction with 1.9M reactions from USPTO patents (1976-2016). Predict the product of the given reaction. (1) Given the reactants Cl.[F:2][C:3]([F:32])([F:31])[C:4]1[N:9]=[CH:8][C:7]([N:10]2[CH2:15][CH2:14][CH2:13][C@H:12]([NH:16][C@@H:17]3[CH2:22][CH2:21][CH2:20][CH2:19][C@H:18]3[NH:23]C(=O)OC(C)(C)C)[CH2:11]2)=[CH:6][N:5]=1, predict the reaction product. The product is: [F:32][C:3]([F:2])([F:31])[C:4]1[N:9]=[CH:8][C:7]([N:10]2[CH2:15][CH2:14][CH2:13][C@H:12]([NH:16][C@@H:17]3[CH2:22][CH2:21][CH2:20][CH2:19][C@H:18]3[NH2:23])[CH2:11]2)=[CH:6][N:5]=1. (2) The product is: [CH3:1][O:2][C:3]([C:5]1[CH:16]=[CH:15][C:8]2[N:9]([CH2:12][CH2:13][O:14][CH2:19][S:20][CH3:21])[CH:10]=[N:11][C:7]=2[CH:6]=1)=[O:4]. Given the reactants [CH3:1][O:2][C:3]([C:5]1[CH:16]=[CH:15][C:8]2[N:9]([CH2:12][CH2:13][OH:14])[CH:10]=[N:11][C:7]=2[CH:6]=1)=[O:4].[H-].[Na+].[CH3:19][S:20][CH2:21]Cl.[Na+].[I-], predict the reaction product. (3) Given the reactants [Cl:1][C:2]1[CH:32]=[CH:31][C:5]([CH2:6][NH:7][C:8](=[O:30])[CH2:9][C@@H:10]2CC=C[CH2:18][CH2:17][C:16](=[O:22])[O:15][C@H:14]([C:23]3[CH:28]=[CH:27][CH:26]=[CH:25][CH:24]=3)[CH2:13][NH:12][C:11]2=[O:29])=[CH:4][CH:3]=1.C[N+]1([O-])CC[O:37]CC1.C[C:42]([OH:45])([CH3:44])[CH3:43], predict the reaction product. The product is: [Cl:1][C:2]1[CH:32]=[CH:31][C:5]([CH2:6][NH:7][C:8](=[O:30])[CH2:9][C@@H:10]2[CH2:44][C@H:42]([OH:45])[C@@H:43]([OH:37])[CH2:18][CH2:17][C:16](=[O:22])[O:15][C@H:14]([C:23]3[CH:28]=[CH:27][CH:26]=[CH:25][CH:24]=3)[CH2:13][NH:12][C:11]2=[O:29])=[CH:4][CH:3]=1. (4) Given the reactants Br[C:2]1[CH:10]=[C:9]2[C:5]([C:6]([C:11]3[CH:16]=[CH:15][C:14]([O:17][CH3:18])=[CH:13][CH:12]=3)=[N:7][NH:8]2)=[CH:4][CH:3]=1.[CH2:19]([NH:21][C:22](=[O:39])[C:23]1[CH:28]=[CH:27][C:26]([CH3:29])=[C:25](B2OC(C)(C)C(C)(C)O2)[CH:24]=1)[CH3:20].C(=O)([O-])O.[Na+], predict the reaction product. The product is: [CH2:19]([NH:21][C:22](=[O:39])[C:23]1[CH:28]=[CH:27][C:26]([CH3:29])=[C:25]([C:2]2[CH:10]=[C:9]3[C:5]([C:6]([C:11]4[CH:16]=[CH:15][C:14]([O:17][CH3:18])=[CH:13][CH:12]=4)=[N:7][NH:8]3)=[CH:4][CH:3]=2)[CH:24]=1)[CH3:20]. (5) Given the reactants Cl[C:2]1[N:11]=[C:10]([NH:12][CH2:13][C:14]2[CH:19]=[CH:18][C:17]([NH:20][C:21](=[O:29])[C:22]3[CH:27]=[CH:26][C:25]([F:28])=[CH:24][CH:23]=3)=[CH:16][CH:15]=2)[C:9]2[C:4](=[CH:5][C:6]([CH3:30])=[CH:7][CH:8]=2)[N:3]=1, predict the reaction product. The product is: [CH2:10]([N:12]([CH2:13][CH3:14])[C:2]1[N:11]=[C:10]([NH:12][CH2:13][C:14]2[CH:19]=[CH:18][C:17]([NH:20][C:21](=[O:29])[C:22]3[CH:27]=[CH:26][C:25]([F:28])=[CH:24][CH:23]=3)=[CH:16][CH:15]=2)[C:9]2[C:4](=[CH:5][C:6]([CH3:30])=[CH:7][CH:8]=2)[N:3]=1)[CH3:9]. (6) Given the reactants [C:1]([C:5]1[CH:6]=[C:7]([CH2:41][OH:42])[C:8]([O:39][CH3:40])=[C:9]([NH:11][C:12]([C:14]2[N:15]([CH3:38])[C:16]3[C:21]([CH:22]=2)=[CH:20][CH:19]=[CH:18][C:17]=3[CH2:23][N:24]2[CH2:29][CH2:28][N:27]([C:30]([C@@H:32]3[CH2:36][CH2:35][CH2:34][N:33]3[CH3:37])=[O:31])[CH2:26][CH2:25]2)=[O:13])[CH:10]=1)([CH3:4])([CH3:3])[CH3:2].CC(OI1(OC(C)=O)(OC(C)=O)OC(=O)C2C1=CC=CC=2)=O.C(=O)([O-])[O-].[K+].[K+], predict the reaction product. The product is: [C:1]([C:5]1[CH:6]=[C:7]([CH:41]=[O:42])[C:8]([O:39][CH3:40])=[C:9]([NH:11][C:12]([C:14]2[N:15]([CH3:38])[C:16]3[C:21]([CH:22]=2)=[CH:20][CH:19]=[CH:18][C:17]=3[CH2:23][N:24]2[CH2:29][CH2:28][N:27]([C:30]([C@@H:32]3[CH2:36][CH2:35][CH2:34][N:33]3[CH3:37])=[O:31])[CH2:26][CH2:25]2)=[O:13])[CH:10]=1)([CH3:4])([CH3:2])[CH3:3]. (7) The product is: [F:2][C:3]1[CH:4]=[CH:5][C:6]2[C:7]3[C:12]([CH3:16])([CH3:15])[CH2:13][NH:14][CH:21]=[C:22]([C:23]([O:25][CH:26]([CH3:28])[CH3:27])=[O:24])[C:8]=3[NH:9][C:10]=2[CH:11]=1. Given the reactants Cl.[F:2][C:3]1[CH:11]=[C:10]2[C:6]([C:7]([C:12]([CH3:16])([CH3:15])[CH2:13][NH2:14])=[CH:8][NH:9]2)=[CH:5][CH:4]=1.C(#N)C.Br[CH2:21][C:22](=O)[C:23]([O:25][CH:26]([CH3:28])[CH3:27])=[O:24].N1C=CC=CC=1, predict the reaction product. (8) Given the reactants [CH3:1][O:2][C:3](=[O:26])[CH:4]([C:9]1[CH:10]=[C:11]([C:16]2[CH:21]=[CH:20][C:19]([C:22]([F:25])([F:24])[F:23])=[CH:18][CH:17]=2)[CH:12]=[C:13]([OH:15])[CH:14]=1)[CH2:5][CH:6]([CH3:8])[CH3:7].B(O)O.[F:30][C:31]1[CH:32]=[CH:33][CH:34]=[C:35]([C:37]([F:40])([F:39])[F:38])[CH:36]=1, predict the reaction product. The product is: [CH3:1][O:2][C:3](=[O:26])[CH:4]([C:9]1[CH:10]=[C:11]([C:16]2[CH:17]=[CH:18][C:19]([C:22]([F:23])([F:25])[F:24])=[CH:20][CH:21]=2)[CH:12]=[C:13]([O:15][C:33]2[CH:34]=[C:35]([C:37]([F:39])([F:38])[F:40])[CH:36]=[C:31]([F:30])[CH:32]=2)[CH:14]=1)[CH2:5][CH:6]([CH3:8])[CH3:7]. (9) Given the reactants [C:1]([C:3]1[CH:4]=[C:5]([C:9]2C(=O)NN=[CH:13][CH:14]=2)[CH:6]=[CH:7][CH:8]=1)#[N:2].N#N.[Cl-].[Cl-].[Ca+2].[CH3:21][N:22]([CH3:42])[CH2:23][CH2:24][CH2:25][O:26][C:27]1[CH:28]=[N:29][C:30]([C:33]2[CH:34]=[C:35]([CH:39](O)[CH3:40])[CH:36]=[CH:37][CH:38]=2)=[N:31][CH:32]=1.C1(P(C2C=CC=CC=2)C2C=CC=CC=2)C=CC=CC=1.[N:62]([C:71](OC(C)(C)C)=[O:72])=[N:63]C(OC(C)(C)C)=O, predict the reaction product. The product is: [CH3:21][N:22]([CH3:42])[CH2:23][CH2:24][CH2:25][O:26][C:27]1[CH:28]=[N:29][C:30]([C:33]2[CH:34]=[C:35]([CH:39]([N:62]3[C:71](=[O:72])[CH:13]=[CH:14][C:9]([C:5]4[CH:4]=[C:3]([CH:8]=[CH:7][CH:6]=4)[C:1]#[N:2])=[N:63]3)[CH3:40])[CH:36]=[CH:37][CH:38]=2)=[N:31][CH:32]=1.